This data is from Peptide-MHC class II binding affinity with 134,281 pairs from IEDB. The task is: Regression. Given a peptide amino acid sequence and an MHC pseudo amino acid sequence, predict their binding affinity value. This is MHC class II binding data. The peptide sequence is QPFLGLCAFLATRIFK. The MHC is DRB5_0101 with pseudo-sequence DRB5_0101. The binding affinity (normalized) is 0.851.